From a dataset of Reaction yield outcomes from USPTO patents with 853,638 reactions. Predict the reaction yield, written as a fraction of the theoretical maximum amount of product (1.0 means a 100% yield; for example, 0.34 means a 34% yield). (1) The reactants are [F:1][C:2]1[CH:3]=[C:4]2[C:8](=[CH:9][CH:10]=1)[NH:7][C:6](=[O:11])[C:5]2=[C:12]1[C:20]2[C:15](=[N:16][C:17]([CH:21]=[CH2:22])=[CH:18][CH:19]=2)[CH2:14][O:13]1.C[O:24][CH2:25][CH2:26][NH:27][CH3:28]. The catalyst is CC(O)=O.C(N(CC)CC)C. The product is [F:1][C:2]1[CH:3]=[C:4]2[C:8](=[CH:9][CH:10]=1)[NH:7][C:6](=[O:11])[C:5]2=[C:12]1[C:20]2[C:15](=[N:16][C:17]([CH2:21][CH2:22][N:27]([CH2:26][CH2:25][OH:24])[CH3:28])=[CH:18][CH:19]=2)[CH2:14][O:13]1. The yield is 0.650. (2) The product is [F:1][C:2]1([F:28])[CH2:7][CH2:6][CH:5]([CH2:8][C:9]2[N:13]3[C:14]([CH3:21])=[CH:15][C:16]([C:18]([NH:35][CH:32]4[CH2:33][CH2:34][O:29][CH2:30][CH2:31]4)=[O:20])=[CH:17][C:12]3=[N:11][C:10]=2[C:22]([O:25][CH2:26][CH3:27])([CH3:23])[CH3:24])[CH2:4][CH2:3]1. The reactants are [F:1][C:2]1([F:28])[CH2:7][CH2:6][CH:5]([CH2:8][C:9]2[N:13]3[C:14]([CH3:21])=[CH:15][C:16]([C:18]([OH:20])=O)=[CH:17][C:12]3=[N:11][C:10]=2[C:22]([O:25][CH2:26][CH3:27])([CH3:24])[CH3:23])[CH2:4][CH2:3]1.[O:29]1[CH2:34][CH2:33][CH:32]([NH2:35])[CH2:31][CH2:30]1.CCN=C=NCCCN(C)C.Cl.C1C=CC2N(O)N=NC=2C=1.O.C(=O)([O-])O.[Na+]. The yield is 0.510. The catalyst is C1COCC1. (3) The reactants are [CH3:1][O:2][C:3]([C:5]1[N:6]=[C:7]([NH:10][C:11](=[O:28])[CH:12]([C:19]2[CH:24]=[CH:23][C:22]([N+:25]([O-])=O)=[CH:21][CH:20]=2)[CH2:13][CH:14]2[CH2:18][CH2:17][CH2:16][CH2:15]2)[S:8][CH:9]=1)=[O:4]. The catalyst is C(OCC)(=O)C.[Pd]. The product is [CH3:1][O:2][C:3]([C:5]1[N:6]=[C:7]([NH:10][C:11](=[O:28])[CH:12]([C:19]2[CH:20]=[CH:21][C:22]([NH2:25])=[CH:23][CH:24]=2)[CH2:13][CH:14]2[CH2:15][CH2:16][CH2:17][CH2:18]2)[S:8][CH:9]=1)=[O:4]. The yield is 1.00.